Predict the product of the given reaction. From a dataset of Forward reaction prediction with 1.9M reactions from USPTO patents (1976-2016). Given the reactants [CH2:1]1[C:11]2=[C:12]3[C:7](=[CH:8][CH:9]=[CH:10]2)[C:6]([C:13]2(O)[CH2:18][CH2:17][N:16](C(OC(C)(C)C)=O)[CH2:15][CH2:14]2)=[CH:5][CH:4]=[C:3]3[CH2:2]1.C([SiH](CC)CC)C.FC(F)(F)C(O)=O.[OH-].[K+], predict the reaction product. The product is: [CH2:1]1[C:11]2=[C:12]3[C:7](=[CH:8][CH:9]=[CH:10]2)[C:6]([CH:13]2[CH2:18][CH2:17][NH:16][CH2:15][CH2:14]2)=[CH:5][CH:4]=[C:3]3[CH2:2]1.